From a dataset of Forward reaction prediction with 1.9M reactions from USPTO patents (1976-2016). Predict the product of the given reaction. (1) Given the reactants [C:1]([C:3]1[CH:19]=[CH:18][C:6]([O:7][C:8]2[CH:9]=[CH:10][C:11]3[B:15]([OH:16])[O:14][CH2:13][C:12]=3[CH:17]=2)=[CH:5][C:4]=1[C:20]([O:22][CH3:23])=[O:21])#[N:2].[OH-:24].[Na+].Cl, predict the reaction product. The product is: [C:1]([C:3]1[CH:19]=[CH:18][C:6]([O:7][C:8]2[CH:9]=[CH:10][C:11]3[B:15]([OH:16])[O:14][CH2:13][C:12]=3[CH:17]=2)=[CH:5][C:4]=1[C:20]([O:22][CH3:23])=[O:21])(=[O:24])[NH2:2]. (2) Given the reactants Br[C:2]1[CH:7]=[C:6]([C:8]2[C:9]([C:32]3[CH:37]=[CH:36][CH:35]=[CH:34][N:33]=3)=[N:10][N:11]([C:13]([C:26]3[CH:31]=[CH:30][CH:29]=[CH:28][CH:27]=3)([C:20]3[CH:25]=[CH:24][CH:23]=[CH:22][CH:21]=3)[C:14]3[CH:19]=[CH:18][CH:17]=[CH:16][CH:15]=3)[CH:12]=2)[CH:5]=[CH:4][N:3]=1.C([O-])([O-])=O.[Na+].[Na+].[CH:44]([C:46]1[CH:51]=[CH:50][C:49](B(O)O)=[CH:48][CH:47]=1)=[O:45], predict the reaction product. The product is: [N:33]1[CH:34]=[CH:35][CH:36]=[CH:37][C:32]=1[C:9]1[C:8]([C:6]2[CH:5]=[CH:4][N:3]=[C:2]([C:49]3[CH:50]=[CH:51][C:46]([CH:44]=[O:45])=[CH:47][CH:48]=3)[CH:7]=2)=[CH:12][N:11]([C:13]([C:26]2[CH:31]=[CH:30][CH:29]=[CH:28][CH:27]=2)([C:20]2[CH:25]=[CH:24][CH:23]=[CH:22][CH:21]=2)[C:14]2[CH:19]=[CH:18][CH:17]=[CH:16][CH:15]=2)[N:10]=1.